From a dataset of Reaction yield outcomes from USPTO patents with 853,638 reactions. Predict the reaction yield, written as a fraction of the theoretical maximum amount of product (1.0 means a 100% yield; for example, 0.34 means a 34% yield). (1) The yield is 0.990. The product is [C:37]([O:17][C@@H:16]1[C@@H:15]([CH2:18][O:19][S:20]([C:23]2[CH:28]=[CH:27][C:26]([CH3:29])=[CH:25][CH:24]=2)(=[O:22])=[O:21])[O:14][CH:11]([O:12][CH3:13])[CH2:10][C@H:9]1[O:8][CH2:1][C:2]1[CH:3]=[CH:4][CH:5]=[CH:6][CH:7]=1)(=[O:44])[C:38]1[CH:43]=[CH:42][CH:41]=[CH:40][CH:39]=1. The catalyst is C(Cl)Cl.CN(C)C1C=CN=CC=1. The reactants are [CH2:1]([O:8][C@H:9]1[C@H:16]([OH:17])[C@@H:15]([CH2:18][O:19][S:20]([C:23]2[CH:28]=[CH:27][C:26]([CH3:29])=[CH:25][CH:24]=2)(=[O:22])=[O:21])[O:14][CH:11]([O:12][CH3:13])[CH2:10]1)[C:2]1[CH:7]=[CH:6][CH:5]=[CH:4][CH:3]=1.C(N(CC)CC)C.[C:37](Cl)(=[O:44])[C:38]1[CH:43]=[CH:42][CH:41]=[CH:40][CH:39]=1.O. (2) The reactants are [C:1]([O:6][CH:7]([CH2:14][CH3:15])[C:8]([C:11]([OH:13])=[O:12])([F:10])[F:9])(=[O:5])[C:2]([CH3:4])=[CH2:3].C1[CH2:20][O:19][CH2:18]C1.COCCl. The catalyst is O. The product is [C:1]([O:6][CH:7]([CH2:14][CH3:15])[C:8]([C:11]([O:13][CH2:18][O:19][CH3:20])=[O:12])([F:10])[F:9])(=[O:5])[C:2]([CH3:4])=[CH2:3]. The yield is 0.830. (3) The reactants are [CH3:1][O:2][C:3]([C:5]12[CH2:23][CH:22]1[CH:21]=[CH:20][CH2:19][CH2:18][CH2:17][CH2:16][CH2:15][CH:14]([NH:24][C:25]([O:27][C:28]([CH3:31])([CH3:30])[CH3:29])=[O:26])[C:13](=[O:32])[N:12]1[CH:8]([CH2:9][CH:10]([O:33][C:34]([N:36]3[CH2:44][C:43]4[C:38](=[CH:39][CH:40]=[CH:41][C:42]=4[F:45])[CH2:37]3)=[O:35])[CH2:11]1)[C:7](=[O:46])[NH:6]2)=[O:4].C([O-])(=O)C.[Na+]. The catalyst is COCCOC.O. The product is [CH3:1][O:2][C:3]([C:5]12[CH2:23][CH:22]1[CH2:21][CH2:20][CH2:19][CH2:18][CH2:17][CH2:16][CH2:15][CH:14]([NH:24][C:25]([O:27][C:28]([CH3:31])([CH3:29])[CH3:30])=[O:26])[C:13](=[O:32])[N:12]1[CH:8]([CH2:9][CH:10]([O:33][C:34]([N:36]3[CH2:44][C:43]4[C:38](=[CH:39][CH:40]=[CH:41][C:42]=4[F:45])[CH2:37]3)=[O:35])[CH2:11]1)[C:7](=[O:46])[NH:6]2)=[O:4]. The yield is 0.810. (4) The reactants are [Br:1][C:2]1[CH:3]=[C:4]2[C:9](=[CH:10][CH:11]=1)[C:8](Cl)=[N:7][N:6]=[CH:5]2.[NH3:13]. The catalyst is C(O)CO. The product is [Br:1][C:2]1[CH:3]=[C:4]2[C:9](=[CH:10][CH:11]=1)[C:8]([NH2:13])=[N:7][N:6]=[CH:5]2. The yield is 0.890.